From a dataset of Forward reaction prediction with 1.9M reactions from USPTO patents (1976-2016). Predict the product of the given reaction. (1) Given the reactants Cl.[CH3:2][O:3][C:4]1[CH:5]=[C:6]([C:12]2[C:13]([CH3:25])([CH3:24])[C:14](=[O:23])[N:15]([CH:17]3[CH2:22][CH2:21][NH:20][CH2:19][CH2:18]3)[N:16]=2)[CH:7]=[CH:8][C:9]=1[O:10][CH3:11].[O:26]=[C:27]1[CH2:31][CH2:30][CH2:29][N:28]1[CH2:32][C:33](Cl)=[O:34].C(N(CC)CC)C, predict the reaction product. The product is: [CH3:2][O:3][C:4]1[CH:5]=[C:6]([C:12]2[C:13]([CH3:25])([CH3:24])[C:14](=[O:23])[N:15]([CH:17]3[CH2:22][CH2:21][N:20]([C:33](=[O:34])[CH2:32][N:28]4[CH2:29][CH2:30][CH2:31][C:27]4=[O:26])[CH2:19][CH2:18]3)[N:16]=2)[CH:7]=[CH:8][C:9]=1[O:10][CH3:11]. (2) Given the reactants [Cl:1][C:2]1[C:3]2[C:17](I)=[CH:16][N:15]([CH2:19][C:20]3[C:25]([CH3:26])=[C:24]([O:27][CH3:28])[C:23]([CH3:29])=[CH:22][N+:21]=3[O-:30])[C:4]=2[N:5]=[C:6]([NH:8][C:9](=[O:14])[C:10]([CH3:13])([CH3:12])[CH3:11])[N:7]=1, predict the reaction product. The product is: [Cl:1][C:2]1[C:3]2[C:17]([C:19]#[C:20][CH2:25][CH2:24][OH:27])=[CH:16][N:15]([CH2:19][C:20]3[C:25]([CH3:26])=[C:24]([O:27][CH3:28])[C:23]([CH3:29])=[CH:22][N+:21]=3[O-:30])[C:4]=2[N:5]=[C:6]([NH:8][C:9](=[O:14])[C:10]([CH3:13])([CH3:12])[CH3:11])[N:7]=1. (3) Given the reactants C([O:3][C:4](=[O:38])[CH2:5][CH:6]1[S:10][C:9]([C:11]2[NH:12][C:13]3[C:18]([CH:19]=2)=[CH:17][C:16]([O:20][C:21]2[CH:26]=[CH:25][C:24]([S:27]([CH3:30])(=[O:29])=[O:28])=[CH:23][CH:22]=2)=[CH:15][C:14]=3[O:31][CH:32]2[CH2:37][CH2:36][O:35][CH2:34][CH2:33]2)=[N:8][CH2:7]1)C.[OH-].[Na+].O1CCCC1, predict the reaction product. The product is: [CH3:30][S:27]([C:24]1[CH:25]=[CH:26][C:21]([O:20][C:16]2[CH:17]=[C:18]3[C:13](=[C:14]([O:31][CH:32]4[CH2:33][CH2:34][O:35][CH2:36][CH2:37]4)[CH:15]=2)[NH:12][C:11]([C:9]2[S:10][CH:6]([CH2:5][C:4]([OH:38])=[O:3])[CH2:7][N:8]=2)=[CH:19]3)=[CH:22][CH:23]=1)(=[O:28])=[O:29]. (4) Given the reactants [Cl:1][C:2]1[CH:7]=[CH:6][C:5]([CH:8]2[CH2:13][CH2:12][CH2:11][N:10]([C:14]([C:16]3[CH:21]=[CH:20][N:19]=[C:18]([NH:22][CH3:23])[CH:17]=3)=[O:15])[CH2:9]2)=[CH:4][CH:3]=1.Cl.Cl[C:26]1C=CC(C2CCCNC2)=C(C)C=1.CNC1C=C(C=CN=1)C(O)=O, predict the reaction product. The product is: [Cl:1][C:2]1[CH:7]=[CH:6][C:5]([CH:8]2[CH2:13][CH2:12][CH2:11][N:10]([C:14]([C:16]3[CH:21]=[CH:20][N:19]=[C:18]([NH:22][CH3:23])[CH:17]=3)=[O:15])[CH2:9]2)=[C:4]([CH3:26])[CH:3]=1. (5) Given the reactants [CH3:1][C:2]([CH3:6])([OH:5])[C:3]#[N:4].S(=O)(=O)(O)[OH:8], predict the reaction product. The product is: [OH:5][C:2]([CH3:6])([CH3:1])[C:3]([NH2:4])=[O:8].[C:3]([NH2:4])(=[O:8])[C:2]([CH3:6])=[CH2:1]. (6) The product is: [Cl:1][C:2]1[CH:3]=[C:4]([CH:8]=[C:9]([N:11]2[CH2:12][CH2:13][CH:14]([NH:17][C:18]([C:20]3[NH:21][C:22]([CH3:27])=[C:23]([Cl:26])[C:24]=3[Cl:25])=[O:19])[CH2:15][CH2:16]2)[N:10]=1)[C:5]([NH:31][O:29][CH3:30])=[O:6]. Given the reactants [Cl:1][C:2]1[CH:3]=[C:4]([CH:8]=[C:9]([N:11]2[CH2:16][CH2:15][CH:14]([NH:17][C:18]([C:20]3[NH:21][C:22]([CH3:27])=[C:23]([Cl:26])[C:24]=3[Cl:25])=[O:19])[CH2:13][CH2:12]2)[N:10]=1)[C:5](O)=[O:6].Cl.[O:29]([NH2:31])[CH3:30], predict the reaction product.